The task is: Regression. Given two drug SMILES strings and cell line genomic features, predict the synergy score measuring deviation from expected non-interaction effect.. This data is from NCI-60 drug combinations with 297,098 pairs across 59 cell lines. (1) Drug 1: CC(C)(C#N)C1=CC(=CC(=C1)CN2C=NC=N2)C(C)(C)C#N. Drug 2: C#CCC(CC1=CN=C2C(=N1)C(=NC(=N2)N)N)C3=CC=C(C=C3)C(=O)NC(CCC(=O)O)C(=O)O. Cell line: MALME-3M. Synergy scores: CSS=-0.941, Synergy_ZIP=-2.19, Synergy_Bliss=-4.97, Synergy_Loewe=-4.58, Synergy_HSA=-4.77. (2) Drug 1: C1CN(P(=O)(OC1)NCCCl)CCCl. Drug 2: C(CN)CNCCSP(=O)(O)O. Cell line: UACC-257. Synergy scores: CSS=-0.836, Synergy_ZIP=-0.449, Synergy_Bliss=-0.168, Synergy_Loewe=-2.71, Synergy_HSA=-1.10. (3) Drug 1: C1CN1P(=S)(N2CC2)N3CC3. Drug 2: C1CN(CCN1C(=O)CCBr)C(=O)CCBr. Cell line: SK-MEL-5. Synergy scores: CSS=23.2, Synergy_ZIP=-6.82, Synergy_Bliss=-1.53, Synergy_Loewe=1.53, Synergy_HSA=2.61. (4) Drug 1: C1CCN(CC1)CCOC2=CC=C(C=C2)C(=O)C3=C(SC4=C3C=CC(=C4)O)C5=CC=C(C=C5)O. Drug 2: C1CN1P(=S)(N2CC2)N3CC3. Cell line: RXF 393. Synergy scores: CSS=10.5, Synergy_ZIP=-4.36, Synergy_Bliss=-1.34, Synergy_Loewe=-0.174, Synergy_HSA=0.519. (5) Drug 1: CCC1(CC2CC(C3=C(CCN(C2)C1)C4=CC=CC=C4N3)(C5=C(C=C6C(=C5)C78CCN9C7C(C=CC9)(C(C(C8N6C=O)(C(=O)OC)O)OC(=O)C)CC)OC)C(=O)OC)O.OS(=O)(=O)O. Drug 2: COC1=C2C(=CC3=C1OC=C3)C=CC(=O)O2. Cell line: BT-549. Synergy scores: CSS=4.61, Synergy_ZIP=-8.22, Synergy_Bliss=-13.4, Synergy_Loewe=-43.5, Synergy_HSA=-12.3.